This data is from Full USPTO retrosynthesis dataset with 1.9M reactions from patents (1976-2016). The task is: Predict the reactants needed to synthesize the given product. (1) Given the product [NH2:31][C:28]1[CH:29]=[CH:30][C:25]([O:24][C:22]2[N:21]=[CH:20][N:19]=[C:18]([N:15]3[CH2:14][CH2:13][CH:12]([N:9]4[CH2:10][CH2:11][C:5]5[CH:4]=[C:3]([O:2][CH3:1])[CH:37]=[CH:36][C:6]=5[NH:7][C:8]4=[O:35])[CH2:17][CH2:16]3)[CH:23]=2)=[CH:26][C:27]=1[CH3:34], predict the reactants needed to synthesize it. The reactants are: [CH3:1][O:2][C:3]1[CH:37]=[CH:36][C:6]2[NH:7][C:8](=[O:35])[N:9]([CH:12]3[CH2:17][CH2:16][N:15]([C:18]4[CH:23]=[C:22]([O:24][C:25]5[CH:30]=[CH:29][C:28]([N+:31]([O-])=O)=[C:27]([CH3:34])[CH:26]=5)[N:21]=[CH:20][N:19]=4)[CH2:14][CH2:13]3)[CH2:10][CH2:11][C:5]=2[CH:4]=1.CO.[H][H]. (2) The reactants are: C([O:8][C:9]1[C:10](=[O:90])[N:11]([CH2:86][CH2:87][O:88][CH3:89])[CH:12]=[CH:13][C:14]=1[C:15]([NH:17][CH2:18][CH2:19][N:20]([CH2:62][CH2:63][NH:64][C:65]([C:67]1[CH:72]=[CH:71][N:70]([CH2:73][CH2:74][O:75][CH3:76])[C:69](=[O:77])[C:68]=1[O:78]CC1C=CC=CC=1)=[O:66])[C:21]([C:23]1([O:54]CC2C=CC=CC=2)[CH:28]([C:29]([NH:31][CH2:32][CH2:33][C:34]2[CH:48]=[CH:47][C:37]([O:38][CH2:39][C:40]([O:42]C(C)(C)C)=[O:41])=[CH:36][CH:35]=2)=[O:30])[CH:27]=[CH:26][N:25]([CH2:49][CH2:50][O:51][CH3:52])[C:24]1=[O:53])=[O:22])=[O:16])C1C=CC=CC=1.Cl. Given the product [OH:8][C:9]1[C:10](=[O:90])[N:11]([CH2:86][CH2:87][O:88][CH3:89])[CH:12]=[CH:13][C:14]=1[C:15]([NH:17][CH2:18][CH2:19][N:20]([CH2:62][CH2:63][NH:64][C:65]([C:67]1[CH:72]=[CH:71][N:70]([CH2:73][CH2:74][O:75][CH3:76])[C:69](=[O:77])[C:68]=1[OH:78])=[O:66])[C:21]([C:23]1([OH:54])[CH:28]([C:29]([NH:31][CH2:32][CH2:33][C:34]2[CH:48]=[CH:47][C:37]([O:38][CH2:39][C:40]([OH:42])=[O:41])=[CH:36][CH:35]=2)=[O:30])[CH:27]=[CH:26][N:25]([CH2:49][CH2:50][O:51][CH3:52])[C:24]1=[O:53])=[O:22])=[O:16], predict the reactants needed to synthesize it. (3) Given the product [C:12]([NH:11][C:7]1[C:6]([CH3:15])=[CH:5][C:4]([C:1]([OH:3])=[O:18])=[C:9]([CH3:10])[CH:8]=1)(=[O:14])[CH3:13], predict the reactants needed to synthesize it. The reactants are: [C:1]([C:4]1[C:9]([CH3:10])=[CH:8][C:7]([NH:11][C:12](=[O:14])[CH3:13])=[C:6]([CH3:15])[CH:5]=1)(=[O:3])C.BrBr.[OH-:18].[Na+]. (4) Given the product [CH:1]1([C:4]([NH:6][C:7]2[S:8][C:9]3[CH:15]=[C:14]([O:16][S:17]([C:20]4[CH:25]=[CH:24][C:23]([NH:35][CH2:34][CH2:33][CH2:32][N:27]5[CH:31]=[CH:30][N:29]=[CH:28]5)=[CH:22][CH:21]=4)(=[O:19])=[O:18])[CH:13]=[CH:12][C:10]=3[N:11]=2)=[O:5])[CH2:3][CH2:2]1, predict the reactants needed to synthesize it. The reactants are: [CH:1]1([C:4]([NH:6][C:7]2[S:8][C:9]3[CH:15]=[C:14]([O:16][S:17]([C:20]4[CH:25]=[CH:24][C:23](F)=[CH:22][CH:21]=4)(=[O:19])=[O:18])[CH:13]=[CH:12][C:10]=3[N:11]=2)=[O:5])[CH2:3][CH2:2]1.[N:27]1([CH2:32][CH2:33][CH2:34][NH2:35])[CH:31]=[CH:30][N:29]=[CH:28]1. (5) Given the product [CH:1]1([C:6]2[CH:31]=[CH:30][C:9]([CH2:10][O:11][C:12]3[CH:20]=[CH:19][C:18]4[NH:17][C:16]5[CH:21]([CH2:24][C:25]([OH:27])=[O:26])[CH2:22][CH2:23][C:15]=5[C:14]=4[CH:13]=3)=[CH:8][C:7]=2[C:32]([F:35])([F:33])[F:34])[CH2:5][CH2:4][CH2:3][CH2:2]1, predict the reactants needed to synthesize it. The reactants are: [CH:1]1([C:6]2[CH:31]=[CH:30][C:9]([CH2:10][O:11][C:12]3[CH:20]=[CH:19][C:18]4[NH:17][C:16]5[CH:21]([CH2:24][C:25]([O:27]CC)=[O:26])[CH2:22][CH2:23][C:15]=5[C:14]=4[CH:13]=3)=[CH:8][C:7]=2[C:32]([F:35])([F:34])[F:33])[CH2:5][CH2:4][CH2:3][CH2:2]1.O[Li].O.Cl. (6) The reactants are: [C:1]([O:5][C:6](=[O:38])[CH2:7][CH2:8][C@@:9]([C:24](=[O:37])[NH:25][CH2:26][C:27]([O:29]CC1C=CC=CC=1)=[O:28])([NH:19][C:20]([O:22][CH3:23])=[O:21])[CH2:10][C:11]1[CH:16]=[CH:15][CH:14]=[C:13]([C:17]#[N:18])[CH:12]=1)([CH3:4])([CH3:3])[CH3:2]. Given the product [C:1]([O:5][C:6](=[O:38])[CH2:7][CH2:8][C@@:9]([C:24](=[O:37])[NH:25][CH2:26][C:27]([OH:29])=[O:28])([NH:19][C:20]([O:22][CH3:23])=[O:21])[CH2:10][C:11]1[CH:16]=[CH:15][CH:14]=[C:13]([C:17]#[N:18])[CH:12]=1)([CH3:4])([CH3:2])[CH3:3], predict the reactants needed to synthesize it.